From a dataset of Full USPTO retrosynthesis dataset with 1.9M reactions from patents (1976-2016). Predict the reactants needed to synthesize the given product. Given the product [Cl:1][C:2]1[C:11]2[C:6](=[CH:7][C:8]([C:13]([N:16]3[CH2:20][CH:19]=[CH:18][CH2:17]3)=[O:14])=[C:9]([Cl:12])[CH:10]=2)[N:5]=[CH:4][N:3]=1, predict the reactants needed to synthesize it. The reactants are: [Cl:1][C:2]1[C:11]2[C:6](=[CH:7][C:8]([C:13](Cl)=[O:14])=[C:9]([Cl:12])[CH:10]=2)[N:5]=[CH:4][N:3]=1.[NH:16]1[CH2:20][CH2:19][CH:18]=[CH:17]1.[OH-].[Na+].